Dataset: NCI-60 drug combinations with 297,098 pairs across 59 cell lines. Task: Regression. Given two drug SMILES strings and cell line genomic features, predict the synergy score measuring deviation from expected non-interaction effect. (1) Drug 1: C1=NC2=C(N=C(N=C2N1C3C(C(C(O3)CO)O)O)F)N. Drug 2: C1C(C(OC1N2C=NC(=NC2=O)N)CO)O. Cell line: UACC-257. Synergy scores: CSS=-6.39, Synergy_ZIP=4.68, Synergy_Bliss=0.923, Synergy_Loewe=-4.16, Synergy_HSA=-5.47. (2) Synergy scores: CSS=-3.93, Synergy_ZIP=0.802, Synergy_Bliss=-3.06, Synergy_Loewe=-15.0, Synergy_HSA=-7.84. Drug 1: CC(C1=C(C=CC(=C1Cl)F)Cl)OC2=C(N=CC(=C2)C3=CN(N=C3)C4CCNCC4)N. Drug 2: CN1C(=O)N2C=NC(=C2N=N1)C(=O)N. Cell line: SK-MEL-2.